The task is: Predict the product of the given reaction.. This data is from Forward reaction prediction with 1.9M reactions from USPTO patents (1976-2016). (1) The product is: [CH3:15][NH:16][C:17]([C:19]1[C:20]2[CH:28]=[CH:27][C:26]([O:29][C:2]3[CH:7]=[CH:6][N:5]=[C:4]4[CH:8]=[C:9]([CH2:11][N:12]([CH3:14])[CH3:13])[S:10][C:3]=34)=[CH:25][C:21]=2[S:22][C:23]=1[CH3:24])=[O:18]. Given the reactants Cl[C:2]1[CH:7]=[CH:6][N:5]=[C:4]2[CH:8]=[C:9]([CH2:11][N:12]([CH3:14])[CH3:13])[S:10][C:3]=12.[CH3:15][NH:16][C:17]([C:19]1[C:20]2[CH:28]=[CH:27][C:26]([OH:29])=[CH:25][C:21]=2[S:22][C:23]=1[CH3:24])=[O:18].C(=O)([O-])[O-].[Cs+].[Cs+], predict the reaction product. (2) Given the reactants [Cl:1][C:2]1[N:3]=[C:4]([N:11]2[CH2:16][CH2:15][O:14][CH2:13][CH2:12]2)[C:5]2[CH:10]=[CH:9][S:8][C:6]=2[N:7]=1.C([Li])CCC.[CH3:22][C:23]([CH3:25])=[O:24], predict the reaction product. The product is: [Cl:1][C:2]1[N:3]=[C:4]([N:11]2[CH2:16][CH2:15][O:14][CH2:13][CH2:12]2)[C:5]2[CH:10]=[C:9]([C:23]([OH:24])([CH3:25])[CH3:22])[S:8][C:6]=2[N:7]=1.